This data is from Full USPTO retrosynthesis dataset with 1.9M reactions from patents (1976-2016). The task is: Predict the reactants needed to synthesize the given product. (1) Given the product [Cl:3][C:4]1[C:5]([F:34])=[C:6]([NH:10][C:11]2[C:20]3[C:15](=[CH:16][C:17]([O:32][CH3:33])=[C:18]([O:21][C@@H:22]4[CH2:27][CH2:26][N:25]([CH3:35])[C@@H:24]([C:28]([NH:30][CH3:31])=[O:29])[CH2:23]4)[CH:19]=3)[N:14]=[CH:13][N:12]=2)[CH:7]=[CH:8][CH:9]=1, predict the reactants needed to synthesize it. The reactants are: C=O.[Cl:3][C:4]1[C:5]([F:34])=[C:6]([NH:10][C:11]2[C:20]3[C:15](=[CH:16][C:17]([O:32][CH3:33])=[C:18]([O:21][C@@H:22]4[CH2:27][CH2:26][NH:25][C@@H:24]([C:28]([NH:30][CH3:31])=[O:29])[CH2:23]4)[CH:19]=3)[N:14]=[CH:13][N:12]=2)[CH:7]=[CH:8][CH:9]=1.[C:35](O[BH-](OC(=O)C)OC(=O)C)(=O)C.[Na+].C([O-])(O)=O.[Na+]. (2) Given the product [F:18][C:17]1[CH:16]=[CH:15][CH:14]=[C:13]([F:19])[C:12]=1[C:11]1[C:10](=[O:20])[CH:9]=[CH:8][N:6]2[C:5]=1[CH:4]=[CH:3][C:2]([NH:1][C:31](=[O:32])[C:30]1[CH:34]=[CH:35][C:36]([F:38])=[CH:37][C:29]=1[F:28])=[N:7]2, predict the reactants needed to synthesize it. The reactants are: [NH2:1][C:2]1[CH:3]=[CH:4][C:5]2[N:6]([CH:8]=[CH:9][C:10](=[O:20])[C:11]=2[C:12]2[C:17]([F:18])=[CH:16][CH:15]=[CH:14][C:13]=2[F:19])[N:7]=1.C(N(CC)CC)C.[F:28][C:29]1[CH:37]=[C:36]([F:38])[CH:35]=[CH:34][C:30]=1[C:31](Cl)=[O:32].